This data is from Reaction yield outcomes from USPTO patents with 853,638 reactions. The task is: Predict the reaction yield, written as a fraction of the theoretical maximum amount of product (1.0 means a 100% yield; for example, 0.34 means a 34% yield). (1) The reactants are [C:1]([C:3]1([NH:6][C:7]([C@H:9]2[N:13]([C:14]([C:16]3([C:19]([F:22])([F:21])[F:20])[CH2:18][CH2:17]3)=[O:15])[CH2:12][C@@H:11](OS(C)(=O)=O)[CH2:10]2)=[O:8])[CH2:5][CH2:4]1)#[N:2].Cl.[CH3:29][C:30]1[CH:35]=[C:34]([C:36]2[CH:41]=[CH:40][C:39]([SH:42])=[C:38]([C:43]([F:46])([F:45])[F:44])[CH:37]=2)[CH:33]=[CH:32][N:31]=1.CC(C)([O-])C.[Na+].ClCCl. The catalyst is C1COCC1. The product is [C:1]([C:3]1([NH:6][C:7]([C@@H:9]2[CH2:10][C@@H:11]([S:42][C:39]3[CH:40]=[CH:41][C:36]([C:34]4[CH:33]=[CH:32][N:31]=[C:30]([CH3:29])[CH:35]=4)=[CH:37][C:38]=3[C:43]([F:46])([F:44])[F:45])[CH2:12][N:13]2[C:14]([C:16]2([C:19]([F:21])([F:22])[F:20])[CH2:17][CH2:18]2)=[O:15])=[O:8])[CH2:4][CH2:5]1)#[N:2]. The yield is 1.06. (2) The reactants are [Cl:1][C:2]1[CH:7]=[CH:6][C:5]([CH:8]([C:24]2[CH:29]=[CH:28][C:27]([Cl:30])=[CH:26][CH:25]=2)[N:9]2[CH2:13][CH2:12][C@@H:11]([NH:14][C:15](=[O:23])[C:16]3[CH:21]=[C:20](Br)[CH:19]=[N:18][CH:17]=3)[CH2:10]2)=[CH:4][CH:3]=1.[C:31](=[O:34])([O-])[O-].[Cs+].[Cs+].[I-].[Na+].N1C2C(=CC=C3C=2N=CC=C3)C=C[CH:40]=1. The catalyst is C1(C)C=CC=CC=1.[Cu](I)I.C(O)C. The product is [Cl:1][C:2]1[CH:7]=[CH:6][C:5]([CH:8]([C:24]2[CH:29]=[CH:28][C:27]([Cl:30])=[CH:26][CH:25]=2)[N:9]2[CH2:13][CH2:12][C@@H:11]([NH:14][C:15](=[O:23])[C:16]3[CH:21]=[C:20]([O:34][CH2:31][CH3:40])[CH:19]=[N:18][CH:17]=3)[CH2:10]2)=[CH:4][CH:3]=1. The yield is 0.260.